This data is from Catalyst prediction with 721,799 reactions and 888 catalyst types from USPTO. The task is: Predict which catalyst facilitates the given reaction. Reactant: [Cl:1][C:2]1[C:3]([F:12])=[C:4]([C:7]([O:10]C)=[CH:8][CH:9]=1)[CH:5]=[O:6].B(Br)(Br)Br. Product: [Cl:1][C:2]1[C:3]([F:12])=[C:4]([C:7]([OH:10])=[CH:8][CH:9]=1)[CH:5]=[O:6]. The catalyst class is: 4.